Dataset: Full USPTO retrosynthesis dataset with 1.9M reactions from patents (1976-2016). Task: Predict the reactants needed to synthesize the given product. (1) The reactants are: Br[C:2]1[CH:3]=[C:4]2[CH:10]=[CH:9][NH:8][C:5]2=[N:6][CH:7]=1.[CH3:11][Si:12]([CH3:16])([CH3:15])[C:13]#[CH:14].C1(P(C2C=CC=CC=2)C2C=CC=CC=2)C=CC=CC=1.C(N(CC)CC)C. Given the product [CH3:11][Si:12]([C:13]#[C:14][C:2]1[CH:3]=[C:4]2[CH:10]=[CH:9][NH:8][C:5]2=[N:6][CH:7]=1)([CH3:16])[CH3:15], predict the reactants needed to synthesize it. (2) Given the product [F:20][C:19]([F:22])([F:21])[C:35]([OH:36])=[O:38].[Cl:1][C:2]1[CH:7]=[CH:6][CH:5]=[CH:4][C:3]=1[N:8]1[C:12]2[C:13]([C:19]([F:20])([F:21])[F:22])=[CH:14][C:15]([C:17]([NH2:18])=[O:36])=[CH:16][C:11]=2[N:10]([CH2:26][CH2:27][N:28]([CH2:31][CH3:32])[CH2:29][CH3:30])[C:9]1=[O:23], predict the reactants needed to synthesize it. The reactants are: [Cl:1][C:2]1[CH:7]=[CH:6][CH:5]=[CH:4][C:3]=1[N:8]1[C:12]2[C:13]([C:19]([F:22])([F:21])[F:20])=[CH:14][C:15]([C:17]#[N:18])=[CH:16][C:11]=2[NH:10][C:9]1=[O:23].[H-].[Na+].[CH3:26][CH2:27][N:28]([CH2:31][CH2:32]Cl)[CH2:29][CH3:30].Cl.[C:35](=[O:38])(O)[O-:36].[Na+]. (3) Given the product [F:8][C:9]1[CH:35]=[C:34]([F:36])[CH:33]=[CH:32][C:10]=1[O:11][CH:12]1[CH2:13][CH2:14][N:15]([C:18]2[N:23]=[C:22]3[CH2:24][N:25]([C:44]([O:45][CH3:46])=[O:47])[CH2:26][CH2:27][C:21]3=[N:20][C:19]=2[NH:28][CH:29]([CH3:31])[CH3:30])[CH2:16][CH2:17]1.[C:2]([OH:3])([C:4]([F:7])([F:6])[F:5])=[O:1], predict the reactants needed to synthesize it. The reactants are: [OH:1][C:2]([C:4]([F:7])([F:6])[F:5])=[O:3].[F:8][C:9]1[CH:35]=[C:34]([F:36])[CH:33]=[CH:32][C:10]=1[O:11][CH:12]1[CH2:17][CH2:16][N:15]([C:18]2[N:23]=[C:22]3[CH2:24][NH:25][CH2:26][CH2:27][C:21]3=[N:20][C:19]=2[NH:28][CH:29]([CH3:31])[CH3:30])[CH2:14][CH2:13]1.C(N(CC)CC)C.[C:44](Cl)(=[O:47])[O:45][CH3:46]. (4) Given the product [C:44]([C:41]1[CH:40]=[CH:39][C:38](/[C:19](/[C:16]2[CH:17]=[CH:18][C:13]([CH2:12][CH2:11][CH2:10][CH2:9][N:2]([CH3:3])[CH3:1])=[C:14]([O:48][CH3:49])[N:15]=2)=[CH:20]\[C@@H:21]2[N:22]([CH2:27][C:28]3[CH:33]=[CH:32][C:31]([O:34][CH3:35])=[CH:30][C:29]=3[O:36][CH3:37])[C:23](=[O:26])[CH2:24][CH2:25]2)=[CH:43][CH:42]=1)([CH3:47])([CH3:46])[CH3:45], predict the reactants needed to synthesize it. The reactants are: [CH3:1][NH:2][CH3:3].CS(O[CH2:9][CH2:10][CH2:11][CH2:12][C:13]1[C:14]([O:48][CH3:49])=[N:15][C:16](/[C:19](/[C:38]2[CH:43]=[CH:42][C:41]([C:44]([CH3:47])([CH3:46])[CH3:45])=[CH:40][CH:39]=2)=[CH:20]/[C@H:21]2[CH2:25][CH2:24][C:23](=[O:26])[N:22]2[CH2:27][C:28]2[CH:33]=[CH:32][C:31]([O:34][CH3:35])=[CH:30][C:29]=2[O:36][CH3:37])=[CH:17][CH:18]=1)(=O)=O. (5) Given the product [C:1]1([C:8]2[CH:13]=[CH:12][CH:11]=[CH:10][CH:9]=2)[CH:2]=[CH:3][C:4]([O:7][CH2:15][CH2:16][CH2:17][C:18]([O:20][CH3:21])=[O:19])=[CH:5][CH:6]=1, predict the reactants needed to synthesize it. The reactants are: [C:1]1([C:8]2[CH:13]=[CH:12][CH:11]=[CH:10][CH:9]=2)[CH:6]=[CH:5][C:4]([OH:7])=[CH:3][CH:2]=1.Br[CH2:15][CH2:16][CH2:17][C:18]([O:20][CH3:21])=[O:19].C([O-])([O-])=O.[Cs+].[Cs+]. (6) The reactants are: CC1(C)S[C@@H]2[C@H](NC([C@H](N)C3C=CC=CC=3)=O)C(=O)[N:4]2[C@H]1C(O)=O.C[C@]1(O)[C@@H]2C(=C(O)[C@]3(O)C(=O)C(C(N)=O)=C(O)[C@@H](N(C)C)[C@@H]3C2)C(=O)C2C(O)=CC=CC1=2.CCCCCCCCCC(N[C@H](C(N[C@H](C(N[C@H](C(N[C@@H]1C(=O)NCC(=O)N[C@@H](CCCN)C(=O)N[C@@H](CC(O)=O)C(=O)N[C@H](C)C(=O)N[C@@H](CC(O)=O)C(=O)NCC(=O)N[C@H](CO)[C:110](=O)[NH:109][C@@H:108]([C@@H:155]([CH2:157][C:158](O)=O)[CH3:156])[C:106](=[O:107])[NH:105][C@@H:104]([CH2:161][C:162]([C:164]2[CH:165]=[CH:166][CH:167]=[CH:168][C:169]=2N)=O)[C:102](=[O:103])[O:101][C@@H]1C)=O)CC(O)=O)=O)CC(N)=O)=O)CC1C2C=CC=CC=2NC=1)=O.[OH:172][C:173]([CH2:175][CH2:176][CH2:177][CH2:178][C@H:179]1[C@@H:187]2[C@@H:182]([NH:183][C:184]([NH:186]2)=[O:185])[CH2:181][S:180]1)=[O:174]. Given the product [OH:174][C:173]([CH2:175][CH2:176][CH2:177][CH2:178][C@H:179]1[C@@H:187]2[C@@H:182]([NH:183][C:184]([NH:186]2)=[O:185])[CH2:181][S:180]1)=[O:172].[CH3:158][CH2:157][CH:155]([CH:108]([NH:109][CH3:110])[C:106]([NH:105][CH:104]([C:102]([OH:101])=[O:103])[CH2:161][CH2:162][CH:164]1[CH:165]=[CH:166][CH:167]([NH2:4])[CH:168]=[CH:169]1)=[O:107])[CH3:156], predict the reactants needed to synthesize it.